From a dataset of Reaction yield outcomes from USPTO patents with 853,638 reactions. Predict the reaction yield, written as a fraction of the theoretical maximum amount of product (1.0 means a 100% yield; for example, 0.34 means a 34% yield). (1) The reactants are [Cl:1][C:2]1[CH:7]=[C:6]([C:8]2[N:9]=[C:10](O)[C:11]3[C:17]([O:18][CH3:19])=[CH:16][N:15]=[CH:14][C:12]=3[N:13]=2)[CH:5]=[CH:4][N:3]=1.[CH3:21][NH2:22].Cl. No catalyst specified. The product is [Cl:1][C:2]1[CH:7]=[C:6]([C:8]2[N:9]=[C:10]([NH:22][CH3:21])[C:11]3[C:17]([O:18][CH3:19])=[CH:16][N:15]=[CH:14][C:12]=3[N:13]=2)[CH:5]=[CH:4][N:3]=1. The yield is 0.640. (2) The reactants are [NH2:1][C:2]1[C:3](=[O:13])[C:4]2[C:9]([C:10](=[O:12])[CH:11]=1)=[CH:8][CH:7]=[CH:6][CH:5]=2.[H-].[Na+].[Cl:16][C:17]1[CH:25]=[CH:24][C:20]([C:21](Cl)=[O:22])=[CH:19][CH:18]=1. The catalyst is O1CCCC1. The product is [Cl:16][C:17]1[CH:25]=[CH:24][C:20]([C:21]([NH:1][C:2]2[C:3](=[O:13])[C:4]3[C:9]([C:10](=[O:12])[CH:11]=2)=[CH:8][CH:7]=[CH:6][CH:5]=3)=[O:22])=[CH:19][CH:18]=1. The yield is 0.130. (3) The reactants are [CH3:1][C:2]1([CH3:15])[CH2:14][C:5]2[S:6][C:7]([C:9]([O:11]CC)=[O:10])=[CH:8][C:4]=2[CH2:3]1.O.[OH-].[Li+]. The catalyst is CC(O)C.O1CCCC1. The product is [CH3:1][C:2]1([CH3:15])[CH2:14][C:5]2[S:6][C:7]([C:9]([OH:11])=[O:10])=[CH:8][C:4]=2[CH2:3]1. The yield is 0.860. (4) The reactants are [Br:1][C:2]1[CH:3]=[CH:4][C:5]([OH:8])=[N:6][CH:7]=1.I[CH:10]([CH3:12])[CH3:11].C([O-])([O-])=O.[K+].[K+]. The catalyst is CN(C=O)C.O. The product is [Br:1][C:2]1[CH:3]=[CH:4][C:5](=[O:8])[N:6]([CH:10]([CH3:12])[CH3:11])[CH:7]=1. The yield is 0.310. (5) The reactants are [CH3:1][O:2][C:3](=[O:26])[CH2:4][C:5]1[C:14]([CH3:15])=[C:13](B2OC(C)(C)C(C)(C)O2)[C:12]2[C:7](=[CH:8][CH:9]=[C:10]([F:25])[CH:11]=2)[CH:6]=1.Br[C:28]1[CH:33]=[CH:32][C:31]([S:34][C:35]2[CH:40]=[CH:39][CH:38]=[CH:37][C:36]=2[O:41][C:42]([F:45])([F:44])[F:43])=[CH:30][CH:29]=1.C(=O)(O)[O-].[Na+].O. The catalyst is C(COC)OC.C1C=CC([P]([Pd]([P](C2C=CC=CC=2)(C2C=CC=CC=2)C2C=CC=CC=2)([P](C2C=CC=CC=2)(C2C=CC=CC=2)C2C=CC=CC=2)[P](C2C=CC=CC=2)(C2C=CC=CC=2)C2C=CC=CC=2)(C2C=CC=CC=2)C2C=CC=CC=2)=CC=1. The product is [CH3:1][O:2][C:3](=[O:26])[CH2:4][C:5]1[C:14]([CH3:15])=[C:13]([C:28]2[CH:33]=[CH:32][C:31]([S:34][C:35]3[CH:40]=[CH:39][CH:38]=[CH:37][C:36]=3[O:41][C:42]([F:45])([F:44])[F:43])=[CH:30][CH:29]=2)[C:12]2[C:7](=[CH:8][CH:9]=[C:10]([F:25])[CH:11]=2)[CH:6]=1. The yield is 0.320. (6) The reactants are Br[CH:2]([C:8]1[CH:13]=[CH:12][CH:11]=[CH:10][CH:9]=1)[C:3]([O:5]CC)=[O:4].[CH2:14]([C:16]1[CH:17]=[C:18]([CH:20]=[CH:21][CH:22]=1)[NH2:19])[CH3:15].C(N(C(C)C)C(C)C)C.O.[OH-].[Li+].[ClH:35]. The catalyst is C(#N)C.O1CCOCC1.O. The product is [ClH:35].[CH2:14]([C:16]1[CH:17]=[C:18]([NH:19][CH:2]([C:8]2[CH:9]=[CH:10][CH:11]=[CH:12][CH:13]=2)[C:3]([OH:5])=[O:4])[CH:20]=[CH:21][CH:22]=1)[CH3:15]. The yield is 0.860. (7) The reactants are [Cl:1][C:2]1[CH:3]=[C:4]([OH:35])[C:5]2[N:6]([C:8]([C:29]3[CH:34]=[CH:33][CH:32]=[CH:31][CH:30]=3)=[C:9]([C:11]3[CH:16]=[CH:15][C:14]([C:17]4([NH:21][C:22](=[O:28])[O:23][C:24]([CH3:27])([CH3:26])[CH3:25])[CH2:20][CH2:19][CH2:18]4)=[CH:13][CH:12]=3)[N:10]=2)[N:7]=1.C(=O)([O-])[O-].[Cs+].[Cs+].[CH2:42](Br)[C:43]1[CH:48]=[CH:47][CH:46]=[CH:45][CH:44]=1. The catalyst is CN(C=O)C. The product is [CH2:42]([O:35][C:4]1[C:5]2[N:6]([C:8]([C:29]3[CH:30]=[CH:31][CH:32]=[CH:33][CH:34]=3)=[C:9]([C:11]3[CH:16]=[CH:15][C:14]([C:17]4([NH:21][C:22](=[O:28])[O:23][C:24]([CH3:27])([CH3:26])[CH3:25])[CH2:20][CH2:19][CH2:18]4)=[CH:13][CH:12]=3)[N:10]=2)[N:7]=[C:2]([Cl:1])[CH:3]=1)[C:43]1[CH:48]=[CH:47][CH:46]=[CH:45][CH:44]=1. The yield is 0.410. (8) The reactants are [CH3:1][CH:2]([N:4]1[C:12](/[CH:13]=[CH:14]/[C@H:15]([OH:24])[CH2:16][C@H:17]([OH:23])[CH2:18][C:19]([O:21]C)=[O:20])=[C:11]([C:25]2[CH:30]=[CH:29][C:28]([F:31])=[CH:27][CH:26]=2)[C:10]2[C:5]1=[CH:6][CH:7]=[CH:8][CH:9]=2)[CH3:3].[OH-].[Na+:33].CC(OC)(C)C. The catalyst is O.CC(O)C. The product is [CH3:3][CH:2]([N:4]1[C:12](/[CH:13]=[CH:14]/[CH:15]([OH:24])[CH2:16][CH:17]([OH:23])[CH2:18][C:19]([O-:21])=[O:20])=[C:11]([C:25]2[CH:26]=[CH:27][C:28]([F:31])=[CH:29][CH:30]=2)[C:10]2[CH:9]=[CH:8][CH:7]=[CH:6][C:5]1=2)[CH3:1].[Na+:33]. The yield is 0.620. (9) The reactants are Br[C:2]1[CH:9]=[C:8]([O:10][C:11]2[CH:16]=[CH:15][CH:14]=[C:13]([N+:17]([O-:19])=[O:18])[CH:12]=2)[CH:7]=[CH:6][C:3]=1[CH:4]=[O:5].[B:20]1([B:20]2[O:24][C:23]([CH3:26])([CH3:25])[C:22]([CH3:28])([CH3:27])[O:21]2)[O:24][C:23]([CH3:26])([CH3:25])[C:22]([CH3:28])([CH3:27])[O:21]1.C([O-])(=O)C.[K+].ClCCl. The catalyst is O1CCOCC1.C(OCC)(=O)C.C1C=CC(P(C2C=CC=CC=2)[C-]2C=CC=C2)=CC=1.C1C=CC(P(C2C=CC=CC=2)[C-]2C=CC=C2)=CC=1.Cl[Pd]Cl.[Fe+2]. The product is [N+:17]([C:13]1[CH:12]=[C:11]([CH:16]=[CH:15][CH:14]=1)[O:10][C:8]1[CH:7]=[CH:6][C:3]([CH:4]=[O:5])=[C:2]([B:20]2[O:24][C:23]([CH3:26])([CH3:25])[C:22]([CH3:28])([CH3:27])[O:21]2)[CH:9]=1)([O-:19])=[O:18]. The yield is 0.790.